From a dataset of Forward reaction prediction with 1.9M reactions from USPTO patents (1976-2016). Predict the product of the given reaction. (1) Given the reactants [C:1]([N:5]1[CH2:10][CH2:9][CH:8]([O:11][C:12]2[CH:17]=[CH:16][C:15]([N:18]3[CH:22]=[C:21]([C:23]([O:25]CC)=O)[N:20]=[N:19]3)=[CH:14][CH:13]=2)[CH2:7][CH2:6]1)([CH3:4])([CH3:3])[CH3:2].[OH-].[Na+].[Cl-].[NH4+:31].N, predict the reaction product. The product is: [C:1]([N:5]1[CH2:10][CH2:9][CH:8]([O:11][C:12]2[CH:17]=[CH:16][C:15]([N:18]3[CH:22]=[C:21]([C:23]([NH2:31])=[O:25])[N:20]=[N:19]3)=[CH:14][CH:13]=2)[CH2:7][CH2:6]1)([CH3:4])([CH3:3])[CH3:2]. (2) Given the reactants [NH2:1][C:2]1[CH:3]=[C:4]([CH:21]=[CH:22][C:23]=1[CH3:24])[O:5][C:6]1[CH:7]=[CH:8][C:9]2[N:10]([CH:12]=[C:13]([NH:15][C:16]([CH:18]3[CH2:20][CH2:19]3)=[O:17])[N:14]=2)[N:11]=1.[CH3:25][C:26]1[S:27][C:28]([S:32](Cl)(=[O:34])=[O:33])=[C:29]([CH3:31])[N:30]=1.O, predict the reaction product. The product is: [CH3:25][C:26]1[S:27][C:28]([S:32]([NH:1][C:2]2[CH:3]=[C:4]([CH:21]=[CH:22][C:23]=2[CH3:24])[O:5][C:6]2[CH:7]=[CH:8][C:9]3[N:10]([CH:12]=[C:13]([NH:15][C:16]([CH:18]4[CH2:20][CH2:19]4)=[O:17])[N:14]=3)[N:11]=2)(=[O:34])=[O:33])=[C:29]([CH3:31])[N:30]=1. (3) Given the reactants C([N:8]([CH3:33])[CH:9]1[CH2:15][N:14]([C:16]([O:18][C:19]([CH3:22])([CH3:21])[CH3:20])=[O:17])[CH2:13][CH2:12][N:11]2[C:23](=[O:32])[C:24]([OH:31])=[C:25]([C:27](OC)=[O:28])[N:26]=[C:10]12)C1C=CC=CC=1.Cl.[F:35][C:36]1[CH:43]=[CH:42][C:39]([CH2:40][NH2:41])=[CH:38][C:37]=1[CH3:44], predict the reaction product. The product is: [F:35][C:36]1[CH:43]=[CH:42][C:39]([CH2:40][NH:41][C:27]([C:25]2[N:26]=[C:10]3[CH:9]([NH:8][CH3:33])[CH2:15][N:14]([C:16]([O:18][C:19]([CH3:20])([CH3:21])[CH3:22])=[O:17])[CH2:13][CH2:12][N:11]3[C:23](=[O:32])[C:24]=2[OH:31])=[O:28])=[CH:38][C:37]=1[CH3:44]. (4) Given the reactants Br[C:2]1[CH:7]=[CH:6][CH:5]=[CH:4][C:3]=1[S:8]([CH:11]1[CH2:13][CH2:12]1)(=[O:10])=[O:9].[NH2:14][C:15]1[C:16]([C:37]#[N:38])=[N:17][C:18]([C:21]2[CH:26]=[CH:25][C:24](B3OC(C)(C)C(C)(C)O3)=[CH:23][C:22]=2[F:36])=[CH:19][N:20]=1, predict the reaction product. The product is: [NH2:14][C:15]1[C:16]([C:37]#[N:38])=[N:17][C:18]([C:21]2[CH:26]=[CH:25][C:24]([C:2]3[CH:7]=[CH:6][CH:5]=[CH:4][C:3]=3[S:8]([CH:11]3[CH2:13][CH2:12]3)(=[O:10])=[O:9])=[CH:23][C:22]=2[F:36])=[CH:19][N:20]=1. (5) Given the reactants C[Si]([N-][Si](C)(C)C)(C)C.[Na+].O1CCCC1.[Cl:16][C:17]1[CH:25]=[C:24]([C:26]#[C:27][CH2:28][O:29][CH3:30])[C:20]2[O:21][CH2:22][O:23][C:19]=2[C:18]=1[NH2:31].Cl[C:33]1[C:42]2[C:37](=[CH:38][C:39]([O:50][CH2:51][CH2:52][CH2:53][N:54]3[CH2:59][CH2:58][O:57][CH2:56][CH2:55]3)=[CH:40][C:41]=2[O:43][CH:44]2[CH2:49][CH2:48][O:47][CH2:46][CH2:45]2)[N:36]=[CH:35][N:34]=1, predict the reaction product. The product is: [Cl:16][C:17]1[CH:25]=[C:24]([C:26]#[C:27][CH2:28][O:29][CH3:30])[C:20]2[O:21][CH2:22][O:23][C:19]=2[C:18]=1[NH:31][C:33]1[C:42]2[C:37](=[CH:38][C:39]([O:50][CH2:51][CH2:52][CH2:53][N:54]3[CH2:55][CH2:56][O:57][CH2:58][CH2:59]3)=[CH:40][C:41]=2[O:43][CH:44]2[CH2:45][CH2:46][O:47][CH2:48][CH2:49]2)[N:36]=[CH:35][N:34]=1. (6) Given the reactants [CH3:1][C:2](/[CH:4]=[CH:5]/[CH:6]=[C:7]=[CH:8]/[CH:9]=[CH:10]/[C:11]([OH:13])=[O:12])=[O:3].[CH3:14][CH2:15][C@:16]1([OH:51])[C@H:25]([OH:26])[C:24]2[C:19](=[C:20]([OH:39])[C:21]3[C:32](=[O:33])[C:31]4[C:34]([OH:38])=[CH:35][CH:36]=[CH:37][C:30]=4[C:28](=[O:29])[C:22]=3[C:23]=2[OH:27])[C@@H:18]([O:40][C@@H:41]2[O:46][C@@H:45]([CH3:47])[C@@H:44]([OH:48])[C@@H:43]([NH:49][CH3:50])[CH2:42]2)[CH2:17]1, predict the reaction product. The product is: [CH3:1][C:2](/[CH:4]=[CH:5]/[CH:6]=[C:7]=[CH:8]/[CH:9]=[CH:10]/[C:11]([OH:13])=[O:12])=[O:3].[CH3:14][CH2:15][C@:16]1([OH:51])[C@H:25]([OH:26])[C:24]2[C:19](=[C:20]([OH:39])[C:21]3[C:32](=[O:33])[C:31]4[C:34]([OH:38])=[CH:35][CH:36]=[CH:37][C:30]=4[C:28](=[O:29])[C:22]=3[C:23]=2[OH:27])[C@@H:18]([O:40][C@@H:41]2[O:46][C@@H:45]([CH3:47])[C@@H:44]([OH:48])[C@@H:43]([NH:49][CH3:50])[CH2:42]2)[CH2:17]1.[CH3:1][C:2](/[CH:4]=[CH:5]/[CH:6]=[C:7]=[CH:8]/[CH:9]=[CH:10]/[C:11]([OH:13])=[O:12])=[O:3].